Predict the product of the given reaction. From a dataset of Forward reaction prediction with 1.9M reactions from USPTO patents (1976-2016). (1) Given the reactants [OH:1][C:2]1[CH:3]=[C:4]([CH:9]=[CH:10][C:11]=1[O:12][CH3:13])[C:5]([O:7][CH3:8])=[O:6].CO[C:16]1[CH:17]=C(C=C[C:25]=1OCC#C)C(OC)=O, predict the reaction product. The product is: [CH3:13][O:12][C:11]1[CH:10]=[CH:9][C:4]([C:5]([O:7][CH3:8])=[O:6])=[CH:3][C:2]=1[O:1][CH2:17][C:16]#[CH:25]. (2) Given the reactants [CH:1]([C:4]1[S:8][C:7]([C:9]2[CH:14]=[N:13][CH:12]=[CH:11][N:10]=2)=[N:6][C:5]=1[OH:15])([CH3:3])[CH3:2].[H-].[Na+].C1C=CC(N([S:25]([C:28]([F:31])([F:30])[F:29])(=[O:27])=[O:26])[S:25]([C:28]([F:31])([F:30])[F:29])(=[O:27])=[O:26])=CC=1.O, predict the reaction product. The product is: [CH:1]([C:4]1[S:8][C:7]([C:9]2[CH:14]=[N:13][CH:12]=[CH:11][N:10]=2)=[N:6][C:5]=1[O:15][S:25]([C:28]([F:31])([F:30])[F:29])(=[O:27])=[O:26])([CH3:3])[CH3:2]. (3) Given the reactants [Cl:1][C:2]1[CH:7]=[CH:6][C:5]([CH2:8][N:9]2[C:13]3[CH:14](O)[CH2:15][CH2:16][CH2:17][C:12]=3[N:11]=[C:10]2[C:19]([CH3:22])([CH3:21])[CH3:20])=[CH:4][CH:3]=1.[CH2:23]([O:25][C:26]([CH:28]([C:34]([O:36][CH2:37][CH3:38])=[O:35])[C:29]([O:31][CH2:32][CH3:33])=[O:30])=[O:27])[CH3:24].CP(C)C.N(C(OC(C)C)=O)=NC(OC(C)C)=O, predict the reaction product. The product is: [CH2:37]([O:36][C:34]([C:28]([CH:14]1[C:13]2[N:9]([CH2:8][C:5]3[CH:6]=[CH:7][C:2]([Cl:1])=[CH:3][CH:4]=3)[C:10]([C:19]([CH3:20])([CH3:21])[CH3:22])=[N:11][C:12]=2[CH2:17][CH2:16][CH2:15]1)([C:26]([O:25][CH2:23][CH3:24])=[O:27])[C:29]([O:31][CH2:32][CH3:33])=[O:30])=[O:35])[CH3:38]. (4) Given the reactants [N:1]1[N:2]([CH2:6][CH2:7][CH2:8][N:9]2C(=O)C3C(=CC=CC=3)C2=O)[N:3]=[CH:4][CH:5]=1.O.NN.CO, predict the reaction product. The product is: [N:1]1[N:2]([CH2:6][CH2:7][CH2:8][NH2:9])[N:3]=[CH:4][CH:5]=1. (5) Given the reactants [C:1]([C:5]1[N:10]=[C:9]([CH3:11])[C:8](/[CH:12]=[CH:13]/[C:14]([OH:16])=O)=[CH:7][CH:6]=1)([CH3:4])([CH3:3])[CH3:2].[NH2:17][C:18]1[CH:19]=[C:20]2[C:24](=[CH:25][CH:26]=1)[NH:23][CH:22]=[CH:21]2, predict the reaction product. The product is: [C:1]([C:5]1[N:10]=[C:9]([CH3:11])[C:8](/[CH:12]=[CH:13]/[C:14]([NH:17][C:18]2[CH:19]=[C:20]3[C:24](=[CH:25][CH:26]=2)[NH:23][CH:22]=[CH:21]3)=[O:16])=[CH:7][CH:6]=1)([CH3:2])([CH3:3])[CH3:4]. (6) Given the reactants [O:1]=[C:2]1[N:7]([CH2:8][C:9]2[CH:10]=[C:11]([CH:15]=[CH:16][CH:17]=2)[C:12](Cl)=[O:13])[N:6]=[C:5]([C:18]2[O:22][N:21]=[C:20]([C:23]3[CH:28]=[CH:27][C:26]([C:29]([CH3:35])([CH3:34])[C:30]([F:33])([F:32])[F:31])=[CH:25][CH:24]=3)[N:19]=2)[CH:4]=[CH:3]1.Cl.[OH:37][CH:38]1[CH2:41][NH:40][CH2:39]1, predict the reaction product. The product is: [OH:37][CH:38]1[CH2:41][N:40]([C:12]([C:11]2[CH:10]=[C:9]([CH:17]=[CH:16][CH:15]=2)[CH2:8][N:7]2[C:2](=[O:1])[CH:3]=[CH:4][C:5]([C:18]3[O:22][N:21]=[C:20]([C:23]4[CH:28]=[CH:27][C:26]([C:29]([CH3:34])([CH3:35])[C:30]([F:31])([F:32])[F:33])=[CH:25][CH:24]=4)[N:19]=3)=[N:6]2)=[O:13])[CH2:39]1. (7) The product is: [Cl:19][C:20]1[CH:27]=[CH:26][CH:25]=[CH:24][C:21]=1[CH2:22][N:7]1[C:8]([CH2:10][CH2:11][C:12]([O:14][CH2:15][CH3:16])=[O:13])=[CH:9][C:5]([O:4][CH:1]([CH3:3])[CH3:2])=[N:6]1. Given the reactants [CH:1]([O:4][C:5]1[CH:9]=[C:8]([CH2:10][CH2:11][C:12]([O:14][CH2:15][CH3:16])=[O:13])[NH:7][N:6]=1)([CH3:3])[CH3:2].[H-].[Na+].[Cl:19][C:20]1[CH:27]=[CH:26][CH:25]=[CH:24][C:21]=1[CH2:22]Cl.Cl, predict the reaction product. (8) Given the reactants [C:1]1([C@H:7]2[C@@H:11]([C:12]3[CH:17]=[CH:16][CH:15]=[CH:14][CH:13]=3)[NH:10][C:9](=[S:18])[NH:8]2)[CH:6]=[CH:5][CH:4]=[CH:3][CH:2]=1.[CH3:19][I:20], predict the reaction product. The product is: [IH:20].[C:1]1([C@H:7]2[C@@H:11]([C:12]3[CH:13]=[CH:14][CH:15]=[CH:16][CH:17]=3)[NH:10][C:9]([S:18][CH3:19])=[N:8]2)[CH:2]=[CH:3][CH:4]=[CH:5][CH:6]=1.